This data is from Full USPTO retrosynthesis dataset with 1.9M reactions from patents (1976-2016). The task is: Predict the reactants needed to synthesize the given product. (1) Given the product [OH:19][CH2:11][CH:10]([N:20]1[CH:24]=[C:23]([N+:25]([O-:27])=[O:26])[CH:22]=[N:21]1)[CH2:9][C:8]1[C:7]2[C:16](=[CH:17][CH:18]=[C:5]([O:4][CH3:3])[CH:6]=2)[N:15]=[CH:14][C:13]=1[OH:12], predict the reactants needed to synthesize it. The reactants are: [BH4-].[Na+].[CH3:3][O:4][C:5]1[CH:6]=[C:7]2[C:16](=[CH:17][CH:18]=1)[N:15]=[CH:14][C:13]1[O:12][C:11](=[O:19])[C:10]([N:20]3[CH:24]=[C:23]([N+:25]([O-:27])=[O:26])[CH:22]=[N:21]3)=[CH:9][C:8]2=1.Cl.CO. (2) Given the product [CH3:1][C:2]1[CH:6]=[CH:5][CH:4]([CH2:10][CH2:11][CH2:12][Si:13]([O:17][CH3:18])([O:15][CH3:16])[CH3:14])[CH:3]=1, predict the reactants needed to synthesize it. The reactants are: [CH3:1][C:2]1[CH2:6][CH:5]=[CH:4][CH:3]=1.[H-].[Na+].Cl[CH2:10][CH2:11][CH2:12][Si:13]([O:17][CH3:18])([O:15][CH3:16])[CH3:14]. (3) Given the product [CH3:55][S:56]([C:59]1[CH:60]=[CH:61][C:62]([CH2:65][NH:66][C:8]([C:5]2[C:4](=[O:11])[C:3]([C:12]3[CH:17]=[CH:16][CH:15]=[C:14]([C:18]([F:20])([F:19])[F:21])[CH:13]=3)=[C:2]([CH3:1])[NH:7][CH:6]=2)=[O:9])=[N:63][CH:64]=1)(=[O:58])=[O:57], predict the reactants needed to synthesize it. The reactants are: [CH3:1][C:2]1[NH:7][CH:6]=[C:5]([C:8](O)=[O:9])[C:4](=[O:11])[C:3]=1[C:12]1[CH:17]=[CH:16][CH:15]=[C:14]([C:18]([F:21])([F:20])[F:19])[CH:13]=1.CN(C(ON1N=NC2C=CC=CC1=2)=[N+](C)C)C.F[P-](F)(F)(F)(F)F.CCN(C(C)C)C(C)C.[CH3:55][S:56]([C:59]1[CH:60]=[CH:61][C:62]([CH2:65][NH2:66])=[N:63][CH:64]=1)(=[O:58])=[O:57]. (4) Given the product [C:19]1([CH2:18][O:17][C:5]2[CH:4]=[CH:3][C:2]([C:28]3[CH:29]=[CH:30][N:25]=[CH:26][CH:27]=3)=[CH:16][C:6]=2[C:7]([NH:9][C:10]2[CH:11]=[N:12][CH:13]=[CH:14][CH:15]=2)=[O:8])[CH:24]=[CH:23][CH:22]=[CH:21][CH:20]=1, predict the reactants needed to synthesize it. The reactants are: Br[C:2]1[CH:3]=[CH:4][C:5]([O:17][CH2:18][C:19]2[CH:24]=[CH:23][CH:22]=[CH:21][CH:20]=2)=[C:6]([CH:16]=1)[C:7]([NH:9][C:10]1[CH:11]=[N:12][CH:13]=[CH:14][CH:15]=1)=[O:8].[N:25]1[CH:30]=[CH:29][C:28](B(O)O)=[CH:27][CH:26]=1.C(=O)([O-])[O-].[Na+].[Na+]. (5) Given the product [CH2:20]([N:22]([S:23]([C:26]1[CH:27]=[CH:28][C:29]([F:32])=[CH:30][CH:31]=1)(=[O:25])=[O:24])[CH2:33][C:34]([NH:19][CH2:18][C:5]1[CH:6]=[C:7]([C:8]2[CH:9]=[CH:10][C:11]([C:14]([F:16])([F:17])[F:15])=[CH:12][CH:13]=2)[C:2]([F:1])=[CH:3][CH:4]=1)=[O:35])[CH3:21], predict the reactants needed to synthesize it. The reactants are: [F:1][C:2]1[C:7]([C:8]2[CH:13]=[CH:12][C:11]([C:14]([F:17])([F:16])[F:15])=[CH:10][CH:9]=2)=[CH:6][C:5]([CH2:18][NH2:19])=[CH:4][CH:3]=1.[CH2:20]([N:22]([CH2:33][C:34](O)=[O:35])[S:23]([C:26]1[CH:31]=[CH:30][C:29]([F:32])=[CH:28][CH:27]=1)(=[O:25])=[O:24])[CH3:21].CN(C(ON1N=NC2C=CC=NC1=2)=[N+](C)C)C.F[P-](F)(F)(F)(F)F.C(N(CC)C(C)C)(C)C.OS([O-])(=O)=O.[K+]. (6) The reactants are: C[O:2][C:3]([C:5]1[C:6]([O:20][CH3:21])=[CH:7][C:8]2[S:12][C:11]([C:13]3[CH:18]=[CH:17][CH:16]=[CH:15][CH:14]=3)=[N:10][C:9]=2[CH:19]=1)=O.[H-].[Al+3].[Li+].[H-].[H-].[H-].S([O-])([O-])(=O)=O.[Na+].[Na+]. Given the product [CH3:21][O:20][C:6]1[C:5]([CH2:3][OH:2])=[CH:19][C:9]2[N:10]=[C:11]([C:13]3[CH:18]=[CH:17][CH:16]=[CH:15][CH:14]=3)[S:12][C:8]=2[CH:7]=1, predict the reactants needed to synthesize it.